This data is from Peptide-MHC class I binding affinity with 185,985 pairs from IEDB/IMGT. The task is: Regression. Given a peptide amino acid sequence and an MHC pseudo amino acid sequence, predict their binding affinity value. This is MHC class I binding data. The peptide sequence is FMFSTVATI. The MHC is HLA-A02:03 with pseudo-sequence HLA-A02:03. The binding affinity (normalized) is 0.666.